From a dataset of Full USPTO retrosynthesis dataset with 1.9M reactions from patents (1976-2016). Predict the reactants needed to synthesize the given product. Given the product [Br:1][C:2]1[N:3]=[C:4]([C:7]([O:9][CH3:15])=[O:8])[S:5][CH:6]=1, predict the reactants needed to synthesize it. The reactants are: [Br:1][C:2]1[N:3]=[C:4]([C:7]([OH:9])=[O:8])[S:5][CH:6]=1.S(=O)(=O)(O)O.[CH3:15]O.